This data is from Reaction yield outcomes from USPTO patents with 853,638 reactions. The task is: Predict the reaction yield, written as a fraction of the theoretical maximum amount of product (1.0 means a 100% yield; for example, 0.34 means a 34% yield). (1) The reactants are [N:1]([CH2:4][CH2:5][C:6]1[CH:11]=[CH:10][C:9]([C:12]2[N:16]=[CH:15][N:14]([C:17]3[CH:22]=[CH:21][C:20]([O:23][C:24]([F:27])([F:26])[F:25])=[CH:19][CH:18]=3)[N:13]=2)=[CH:8][CH:7]=1)=[C:2]=[O:3].[CH2:28]([C:30]1[CH:35]=[CH:34][C:33]([CH3:36])=[CH:32][C:31]=1[NH:37][C:38]([NH2:40])=[S:39])[CH3:29].C(=O)([O-])[O-].[Cs+].[Cs+].C(=O)([O-])[O-].[K+].[K+].Br[CH2:54][CH:55](Br)[CH3:56]. The catalyst is C(#N)C.CC(=O)CC.O. The product is [CH2:28]([C:30]1[CH:35]=[CH:34][C:33]([CH3:36])=[CH:32][C:31]=1[N:37]1[CH:55]([CH3:56])[CH2:54][S:39]/[C:38]/1=[N:40]\[C:2]([NH:1][CH2:4][CH2:5][C:6]1[CH:11]=[CH:10][C:9]([C:12]2[N:16]=[CH:15][N:14]([C:17]3[CH:22]=[CH:21][C:20]([O:23][C:24]([F:26])([F:25])[F:27])=[CH:19][CH:18]=3)[N:13]=2)=[CH:8][CH:7]=1)=[O:3])[CH3:29]. The yield is 0.130. (2) The reactants are Br[C:2]1[S:6][C:5]([NH:7][C:8]([NH:10][C:11]2[CH:16]=[CH:15][C:14]([CH3:17])=[CH:13][C:12]=2[C:18]([CH:20]2[CH2:24][CH2:23][CH2:22][CH2:21]2)=[O:19])=[O:9])=[N:4][CH:3]=1.[SH:25][C:26]1[CH:31]=[CH:30][N:29]=[CH:28][CH:27]=1. No catalyst specified. The product is [CH:20]1([C:18]([C:12]2[CH:13]=[C:14]([CH3:17])[CH:15]=[CH:16][C:11]=2[NH:10][C:8]([NH:7][C:5]2[S:6][C:2]([S:25][C:26]3[CH:31]=[CH:30][N:29]=[CH:28][CH:27]=3)=[CH:3][N:4]=2)=[O:9])=[O:19])[CH2:24][CH2:23][CH2:22][CH2:21]1. The yield is 0.250. (3) The reactants are [C:1]1([C:22]2[CH:27]=[CH:26][CH:25]=[CH:24][CH:23]=2)[CH:6]=[CH:5][CH:4]=[CH:3][C:2]=1[NH:7][C:8]([O:10][CH:11]1[CH2:16][CH2:15][N:14]([CH2:17][CH2:18][C:19](O)=[O:20])[CH2:13][CH2:12]1)=[O:9].[NH2:28][C:29]1[C:38]([CH3:39])=[CH:37][C:32]([C:33]([O:35][CH3:36])=[O:34])=[C:31]([CH3:40])[CH:30]=1.F[P-](F)(F)(F)(F)F.N1(OC(N(C)C)=[N+](C)C)C2N=CC=CC=2N=N1. The catalyst is ClCCl.C(N(C(C)C)CC)(C)C. The product is [C:1]1([C:22]2[CH:27]=[CH:26][CH:25]=[CH:24][CH:23]=2)[CH:6]=[CH:5][CH:4]=[CH:3][C:2]=1[NH:7][C:8]([O:10][CH:11]1[CH2:12][CH2:13][N:14]([CH2:17][CH2:18][C:19]([NH:28][C:29]2[C:38]([CH3:39])=[CH:37][C:32]([C:33]([O:35][CH3:36])=[O:34])=[C:31]([CH3:40])[CH:30]=2)=[O:20])[CH2:15][CH2:16]1)=[O:9]. The yield is 0.590. (4) The reactants are [NH:1]([C:8]([NH:21][C:22]1[CH:27]=[CH:26][CH:25]=[CH:24][CH:23]=1)=[CH:9][C:10]([C:12]1[C:13](Cl)=[N:14][C:15]([CH3:19])=[CH:16][C:17]=1[Cl:18])=[O:11])[C:2]1[CH:7]=[CH:6][CH:5]=[CH:4][CH:3]=1.CC([O-])(C)C.[K+]. The catalyst is O1CCOCC1. The product is [NH:1]([C:8]1[N:21]([C:22]2[CH:27]=[CH:26][CH:25]=[CH:24][CH:23]=2)[C:13]2[C:12]([C:10](=[O:11])[CH:9]=1)=[C:17]([Cl:18])[CH:16]=[C:15]([CH3:19])[N:14]=2)[C:2]1[CH:7]=[CH:6][CH:5]=[CH:4][CH:3]=1. The yield is 0.140. (5) The reactants are I[CH3:2].[CH:3]1([N:6]2[C:10]([C:11]3[CH:16]=[CH:15][N:14]=[CH:13][CH:12]=3)=[N:9][NH:8][C:7]2=[S:17])[CH2:5][CH2:4]1. The catalyst is C(O)C.[OH-].[Na+]. The product is [CH:3]1([N:6]2[C:7]([S:17][CH3:2])=[N:8][N:9]=[C:10]2[C:11]2[CH:16]=[CH:15][N:14]=[CH:13][CH:12]=2)[CH2:5][CH2:4]1. The yield is 0.690.